This data is from Reaction yield outcomes from USPTO patents with 853,638 reactions. The task is: Predict the reaction yield, written as a fraction of the theoretical maximum amount of product (1.0 means a 100% yield; for example, 0.34 means a 34% yield). (1) The product is [CH3:20][C:21]1[O:14][C:13]([C:12]2[CH:17]=[CH:18][N:19]=[C:10]([NH:9][C:6]3[CH:7]=[CH:8][C:3]([S:2][CH3:1])=[CH:4][CH:5]=3)[CH:11]=2)=[N:15][N:16]=1. The yield is 0.800. The reactants are [CH3:1][S:2][C:3]1[CH:8]=[CH:7][C:6]([NH:9][C:10]2[CH:11]=[C:12]([CH:17]=[CH:18][N:19]=2)[C:13]([NH:15][NH2:16])=[O:14])=[CH:5][CH:4]=1.[C:20](OCC)(OCC)(OCC)[CH3:21]. No catalyst specified. (2) The reactants are [Br:1]N1C(=O)CCC1=O.[CH3:9][O:10][C:11]([C:13]1[C:22]([OH:23])=[C:21]2[C:16]([CH:17]=[CH:18][CH:19]=[N:20]2)=[CH:15][N:14]=1)=[O:12].CO.CO.O. The catalyst is C(Cl)(Cl)Cl. The product is [CH3:9][O:10][C:11]([C:13]1[C:22]([OH:23])=[C:21]2[C:16]([CH:17]=[CH:18][CH:19]=[N:20]2)=[C:15]([Br:1])[N:14]=1)=[O:12]. The yield is 0.930. (3) The reactants are [F:1][C:2]1[CH:11]=[CH:10][C:9]([O:12]C)=[C:8]2[C:3]=1[C:4](=[O:22])[C:5]([C:14]1[CH:19]=[CH:18][C:17]([O:20]C)=[CH:16][CH:15]=1)=[CH:6][NH:7]2.B(Br)(Br)Br. The catalyst is ClCCl. The product is [F:1][C:2]1[CH:11]=[CH:10][C:9]([OH:12])=[C:8]2[C:3]=1[C:4](=[O:22])[C:5]([C:14]1[CH:19]=[CH:18][C:17]([OH:20])=[CH:16][CH:15]=1)=[CH:6][NH:7]2. The yield is 0.400. (4) The reactants are Cl[C:2]1[C:7]([I:8])=[CH:6][N:5]=[CH:4][N:3]=1.C(=O)([O-])[O-].[Cs+].[Cs+].[NH:15]1[CH2:18][CH2:17][CH2:16]1. The catalyst is COCCOC. The product is [N:15]1([C:2]2[C:7]([I:8])=[CH:6][N:5]=[CH:4][N:3]=2)[CH2:18][CH2:17][CH2:16]1. The yield is 0.920. (5) The reactants are [CH2:1]([O:8][C:9](=[O:21])[C@H:10]([CH2:19][OH:20])[NH:11][CH2:12][C:13]1[CH:18]=[CH:17][CH:16]=[CH:15][CH:14]=1)[C:2]1[CH:7]=[CH:6][CH:5]=[CH:4][CH:3]=1.Br[CH2:23][C:24]([CH3:26])=[CH2:25].C([O-])([O-])=O.[K+].[K+].[I:33]I. The catalyst is CC#N.CCOC(C)=O.CCCCCC. The product is [CH2:1]([O:8][C:9]([CH:10]1[CH2:19][O:20][C:24]([CH2:23][I:33])([CH3:25])[CH2:26][N:11]1[CH2:12][C:13]1[CH:18]=[CH:17][CH:16]=[CH:15][CH:14]=1)=[O:21])[C:2]1[CH:3]=[CH:4][CH:5]=[CH:6][CH:7]=1. The yield is 0.640. (6) The reactants are [NH:1]1[C:9]2[C:4](=[CH:5][CH:6]=[CH:7][CH:8]=2)[CH:3]=[CH:2]1.[C:10](OC)(=O)C(OC)=O.CC(C)([O-])C.[K+].Cl. The catalyst is CN(C=O)C.O.C(OCC)C. The product is [CH3:10][N:1]1[C:9]2[C:4](=[CH:5][CH:6]=[CH:7][CH:8]=2)[CH:3]=[CH:2]1. The yield is 0.110. (7) The reactants are Cl[C:2]1[C:7]([N+:8]([O-:10])=[O:9])=[CH:6][CH:5]=[C:4]([O:11][CH3:12])[N:3]=1.[Br:13][C:14]1[NH:15][CH:16]=[C:17]([CH3:19])[N:18]=1.[OH-].[K+]. The catalyst is CN(C=O)C. The product is [Br:13][C:14]1[N:15]([C:2]2[C:7]([N+:8]([O-:10])=[O:9])=[CH:6][CH:5]=[C:4]([O:11][CH3:12])[N:3]=2)[CH:16]=[C:17]([CH3:19])[N:18]=1. The yield is 0.880.